Predict the reaction yield, written as a fraction of the theoretical maximum amount of product (1.0 means a 100% yield; for example, 0.34 means a 34% yield). From a dataset of Reaction yield outcomes from USPTO patents with 853,638 reactions. (1) The reactants are [Zn](CC)CC.ICI.N1[CH:14]=[CH:13][CH:12]=[CH:11][CH:10]=1.CCCC[N+](CCCC)(CCCC)CCCC.[F-].[CH2:33]1[CH2:37][O:36]C[CH2:34]1. The catalyst is CCCCCC.C1(C)C=CC=CC=1.O. The product is [CH2:10]([C@@H:33]1[CH2:34][C@H:37]1[OH:36])[CH2:11][CH2:12][CH:13]=[CH2:14]. The yield is 0.710. (2) The reactants are [Cl:1][C:2]1[CH:7]=[CH:6][C:5]([CH2:8][C:9]#[N:10])=[C:4]([F:11])[CH:3]=1.[Cl:12][C:13]1[CH:14]=[C:15]([CH:18]=[C:19]([F:21])[CH:20]=1)[CH:16]=O.C[O-].[Na+]. The catalyst is CO. The product is [Cl:12][C:13]1[CH:14]=[C:15](/[CH:16]=[C:8](/[C:5]2[CH:6]=[CH:7][C:2]([Cl:1])=[CH:3][C:4]=2[F:11])\[C:9]#[N:10])[CH:18]=[C:19]([F:21])[CH:20]=1. The yield is 0.900.